This data is from Peptide-MHC class I binding affinity with 185,985 pairs from IEDB/IMGT. The task is: Regression. Given a peptide amino acid sequence and an MHC pseudo amino acid sequence, predict their binding affinity value. This is MHC class I binding data. (1) The peptide sequence is MYLKLRSETL. The MHC is HLA-A26:01 with pseudo-sequence HLA-A26:01. The binding affinity (normalized) is 0.174. (2) The peptide sequence is SLLNATDIAV. The MHC is HLA-A02:02 with pseudo-sequence HLA-A02:02. The binding affinity (normalized) is 0.640. (3) The peptide sequence is QPFRPQQPY. The MHC is HLA-B53:01 with pseudo-sequence HLA-B53:01. The binding affinity (normalized) is 0.0323. (4) The peptide sequence is RLSQSGHML. The MHC is HLA-B57:01 with pseudo-sequence HLA-B57:01. The binding affinity (normalized) is 0.0847. (5) The peptide sequence is AEMLASIDLKY. The MHC is HLA-B44:02 with pseudo-sequence HLA-B44:02. The binding affinity (normalized) is 0.748.